From a dataset of Forward reaction prediction with 1.9M reactions from USPTO patents (1976-2016). Predict the product of the given reaction. (1) Given the reactants CCN(C(C)C)C(C)C.[NH2:10][C:11]1[CH:16]=[CH:15][CH:14]=[CH:13][C:12]=1[NH:17][C:18](=[O:24])[O:19][C:20]([CH3:23])([CH3:22])[CH3:21].[CH2:25]([O:27][P:28]([CH2:33][C:34](O)=[O:35])([O:30][CH2:31][CH3:32])=[O:29])[CH3:26].CN(C(ON1N=NC2C=CC=NC1=2)=[N+](C)C)C.F[P-](F)(F)(F)(F)F, predict the reaction product. The product is: [CH2:31]([O:30][P:28]([CH2:33][C:34]([NH:10][C:11]1[CH:16]=[CH:15][CH:14]=[CH:13][C:12]=1[NH:17][C:18](=[O:24])[O:19][C:20]([CH3:21])([CH3:23])[CH3:22])=[O:35])([O:27][CH2:25][CH3:26])=[O:29])[CH3:32]. (2) Given the reactants Br[C:2]1[C:10]2[C:6](=[C:7]([Cl:12])[N:8]([CH3:11])[N:9]=2)[CH:5]=[CH:4][CH:3]=1.[Cl:13][C:14]1[CH:19]=[C:18]([Cl:20])[CH:17]=[CH:16][C:15]=1B(O)O.COCCOC.C([O-])([O-])=O.[Na+].[Na+], predict the reaction product. The product is: [Cl:12][C:7]1[N:8]([CH3:11])[N:9]=[C:10]2[C:6]=1[CH:5]=[CH:4][CH:3]=[C:2]2[C:17]1[CH:16]=[CH:15][C:14]([Cl:13])=[CH:19][C:18]=1[Cl:20]. (3) The product is: [Cl:17][C:5]1[C:6]([C:8]2[C:16]3[C:11](=[CH:12][CH:13]=[CH:14][CH:15]=3)[NH:10][CH:9]=2)=[N:7][C:2]([NH:18][C:19]2[CH:24]=[CH:23][C:22]([N:25]3[CH2:30][CH2:29][CH:28]([NH:31][CH3:32])[C:27]([CH3:33])([CH3:34])[CH2:26]3)=[CH:21][C:20]=2[O:35][CH3:36])=[N:3][CH:4]=1. Given the reactants Cl[C:2]1[N:7]=[C:6]([C:8]2[C:16]3[C:11](=[CH:12][CH:13]=[CH:14][CH:15]=3)[NH:10][CH:9]=2)[C:5]([Cl:17])=[CH:4][N:3]=1.[NH2:18][C:19]1[CH:24]=[CH:23][C:22]([N:25]2[CH2:30][CH2:29][CH:28]([NH:31][CH3:32])[C:27]([CH3:34])([CH3:33])[CH2:26]2)=[CH:21][C:20]=1[O:35][CH3:36], predict the reaction product. (4) Given the reactants [CH2:1]([O:4][C:5](=[O:24])[NH:6][C:7]1[CH:12]=[CH:11][CH:10]=[C:9]([C:13](=O)[CH2:14][C:15]2[CH:20]=[CH:19][N:18]=[C:17]([Cl:21])[N:16]=2)[C:8]=1[F:23])[CH:2]=[CH2:3].C1C(=O)N(Br)C(=O)C1.[CH3:33][C:34]([CH3:39])([CH3:38])[C:35](=[S:37])[NH2:36].O, predict the reaction product. The product is: [CH2:1]([O:4][C:5](=[O:24])[NH:6][C:7]1[CH:12]=[CH:11][CH:10]=[C:9]([C:13]2[N:36]=[C:35]([C:34]([CH3:39])([CH3:38])[CH3:33])[S:37][C:14]=2[C:15]2[CH:20]=[CH:19][N:18]=[C:17]([Cl:21])[N:16]=2)[C:8]=1[F:23])[CH:2]=[CH2:3]. (5) Given the reactants [Cl:1][C:2]1[CH:7]=[CH:6][C:5]([Cl:8])=[CH:4][C:3]=1[C:9]1([C:14]#N)[CH2:13][CH2:12][CH2:11][CH2:10]1.[H-].C([Al+]CC(C)C)C(C)C.C(OCC)(=[O:28])C, predict the reaction product. The product is: [Cl:1][C:2]1[CH:7]=[CH:6][C:5]([Cl:8])=[CH:4][C:3]=1[C:9]1([CH:14]=[O:28])[CH2:13][CH2:12][CH2:11][CH2:10]1. (6) Given the reactants [Cl:1][C:2]1[CH:3]=[CH:4][C:5]([N:10]2[CH2:15][CH2:14][O:13][CH2:12][CH2:11]2)=[C:6]([CH:9]=1)[CH:7]=O.[N:16]1([C:22]([O:24][C:25]([CH3:28])([CH3:27])[CH3:26])=[O:23])[CH2:21][CH2:20][NH:19][CH2:18][CH2:17]1.C(O[BH-](OC(=O)C)OC(=O)C)(=O)C.[Na+], predict the reaction product. The product is: [Cl:1][C:2]1[CH:3]=[CH:4][C:5]([N:10]2[CH2:15][CH2:14][O:13][CH2:12][CH2:11]2)=[C:6]([CH2:7][N:19]2[CH2:18][CH2:17][N:16]([C:22]([O:24][C:25]([CH3:28])([CH3:27])[CH3:26])=[O:23])[CH2:21][CH2:20]2)[CH:9]=1. (7) Given the reactants CO[C:3]([CH:5]1[C:14]2[C:9](=[CH:10][CH:11]=[CH:12][CH:13]=2)[CH2:8][CH2:7][CH2:6]1)=O.C[Al](C)C.[NH2:19][CH2:20][CH:21]([NH2:23])[CH3:22], predict the reaction product. The product is: [CH3:22][CH:21]1[CH2:20][NH:19][C:3]([CH:5]2[C:14]3[C:9](=[CH:10][CH:11]=[CH:12][CH:13]=3)[CH2:8][CH2:7][CH2:6]2)=[N:23]1. (8) The product is: [C:15]([O:19][C:20](=[O:47])[CH:21]=[C:22]([C:2]1[S:1][C:5]2[CH:6]=[CH:7][CH:8]=[CH:9][C:4]=2[N:3]=1)[CH2:23][CH2:24][CH2:25][CH2:26][CH2:27][CH2:28][C:29]1[CH:38]=[CH:37][C:36]2[CH2:35][CH2:34][CH2:33][NH:32][C:31]=2[N:30]=1)([CH3:18])([CH3:16])[CH3:17]. Given the reactants [S:1]1[C:5]2[CH:6]=[CH:7][CH:8]=[CH:9][C:4]=2[N:3]=[CH:2]1.C([Li])CCC.[C:15]([O:19][C:20](=[O:47])[CH:21]=[C:22](OS(C(F)(F)F)(=O)=O)[CH2:23][CH2:24][CH2:25][CH2:26][CH2:27][CH2:28][C:29]1[CH:38]=[CH:37][C:36]2[CH2:35][CH2:34][CH2:33][NH:32][C:31]=2[N:30]=1)([CH3:18])([CH3:17])[CH3:16].C(=O)([O-])O.[Na+], predict the reaction product. (9) Given the reactants Br[CH2:2][CH2:3][O:4][C:5]([N:7]1[CH2:12][CH2:11][CH:10]([NH:13][C:14]([C:16]2[C:20]([NH:21][C:22](=[O:31])[C:23]3[C:28]([Cl:29])=[CH:27][CH:26]=[CH:25][C:24]=3[Cl:30])=[CH:19][NH:18][N:17]=2)=[O:15])[CH2:9][CH2:8]1)=[O:6].C(N(C(C)C)CC)(C)C.[NH:41]1[CH2:46][CH2:45][O:44][CH2:43][CH2:42]1, predict the reaction product. The product is: [N:41]1([CH2:2][CH2:3][O:4][C:5]([N:7]2[CH2:12][CH2:11][CH:10]([NH:13][C:14]([C:16]3[C:20]([NH:21][C:22](=[O:31])[C:23]4[C:28]([Cl:29])=[CH:27][CH:26]=[CH:25][C:24]=4[Cl:30])=[CH:19][NH:18][N:17]=3)=[O:15])[CH2:9][CH2:8]2)=[O:6])[CH2:46][CH2:45][O:44][CH2:43][CH2:42]1.